This data is from Catalyst prediction with 721,799 reactions and 888 catalyst types from USPTO. The task is: Predict which catalyst facilitates the given reaction. (1) Reactant: [CH3:1][S:2][C:3]1[S:4][C:5]([C:13]([NH:15][CH2:16][CH2:17][N:18]2[C:26]3[CH2:25][CH2:24][CH2:23][CH2:22][C:21]=3[C:20]([C:27]([F:30])([F:29])[F:28])=[N:19]2)=[O:14])=[C:6]2[CH2:11][CH2:10][CH2:9][C:8](=[O:12])[C:7]=12.[BH4-].[Na+].O. Product: [OH:12][CH:8]1[C:7]2[C:6](=[C:5]([C:13]([NH:15][CH2:16][CH2:17][N:18]3[C:26]4[CH2:25][CH2:24][CH2:23][CH2:22][C:21]=4[C:20]([C:27]([F:29])([F:30])[F:28])=[N:19]3)=[O:14])[S:4][C:3]=2[S:2][CH3:1])[CH2:11][CH2:10][CH2:9]1. The catalyst class is: 5. (2) Reactant: C([O:4][C@@H:5]1[C@@H:9]([Br:10])[C@@H:8]([CH2:11][O:12]C(=O)C)[O:7][C@H:6]1[N:16]1[CH:26]=[CH:25][C:20]([NH:21]C(=O)C)=[N:19][C:17]1=[O:18])(=O)C. Product: [Br:10][C@H:9]1[C@@H:8]([CH2:11][OH:12])[O:7][C@@H:6]([N:16]2[CH:26]=[CH:25][C:20]([NH2:21])=[N:19][C:17]2=[O:18])[C@@H:5]1[OH:4]. The catalyst class is: 328.